The task is: Predict the reactants needed to synthesize the given product.. This data is from Full USPTO retrosynthesis dataset with 1.9M reactions from patents (1976-2016). Given the product [Br:20][C:21]1[CH:26]=[CH:25][C:24]([CH2:27][CH:9]2[C:8](=[O:11])[CH:7]=[C:6]([O:5][CH2:1][CH:2]([CH3:4])[CH3:3])[CH2:10]2)=[CH:23][CH:22]=1, predict the reactants needed to synthesize it. The reactants are: [CH2:1]([O:5][C:6]1[CH2:10][CH2:9][C:8](=[O:11])[CH:7]=1)[CH:2]([CH3:4])[CH3:3].C([N-]C(C)C)(C)C.[Li+].[Br:20][C:21]1[CH:26]=[CH:25][C:24]([CH2:27]Br)=[CH:23][CH:22]=1.